Predict which catalyst facilitates the given reaction. From a dataset of Catalyst prediction with 721,799 reactions and 888 catalyst types from USPTO. (1) Reactant: [CH3:1][O:2][C:3]1[C:11]2[O:10][C:9]([C:12]([F:15])([F:14])[F:13])=[CH:8][C:7]=2[C:6]([C:16](=[O:23])[CH:17]([CH3:22])[C:18]([O:20][CH3:21])=[O:19])=[CH:5][CH:4]=1.[H-].[Na+].I[CH3:27].[Cl-].[NH4+]. Product: [CH3:1][O:2][C:3]1[C:11]2[O:10][C:9]([C:12]([F:14])([F:15])[F:13])=[CH:8][C:7]=2[C:6]([C:16](=[O:23])[C:17]([CH3:27])([CH3:22])[C:18]([O:20][CH3:21])=[O:19])=[CH:5][CH:4]=1. The catalyst class is: 18. (2) Reactant: [Br:1][C:2]1[CH:3]=[CH:4][C:5]2[S:9](=[O:11])(=[O:10])[N:8]([CH2:12][CH2:13][S:14][CH3:15])[CH2:7][C:6]=2[CH:16]=1.ClC1C=C(C=CC=1)C(OO)=[O:22]. Product: [Br:1][C:2]1[CH:3]=[CH:4][C:5]2[S:9](=[O:11])(=[O:10])[N:8]([CH2:12][CH2:13][S:14]([CH3:15])=[O:22])[CH2:7][C:6]=2[CH:16]=1. The catalyst class is: 4. (3) Reactant: [H-].[Na+].C(O[C:6](=O)[CH:7](C)[C:8]([CH3:10])=[O:9])C.[CH2:13]1[CH2:19][S:16](=[O:18])(=[O:17])[O:15][CH2:14]1. Product: [CH3:6][CH:7]([C:8](=[O:9])[CH3:10])[CH2:14][CH2:13][CH2:19][S:16]([OH:15])(=[O:18])=[O:17]. The catalyst class is: 1. (4) Reactant: [CH3:1][C:2]1[CH:3]=[CH:4][C:5]([N+:25]([O-])=O)=[C:6]([NH:8][CH:9]2[CH2:14][CH2:13][N:12]([C@H:15]3[CH2:20][CH2:19][C@H:18]([O:21][CH2:22][CH2:23][CH3:24])[CH2:17][CH2:16]3)[CH2:11][CH2:10]2)[CH:7]=1.O.NN. Product: [NH2:25][C:5]1[CH:4]=[CH:3][C:2]([CH3:1])=[CH:7][C:6]=1[NH:8][CH:9]1[CH2:10][CH2:11][N:12]([C@H:15]2[CH2:20][CH2:19][C@H:18]([O:21][CH2:22][CH2:23][CH3:24])[CH2:17][CH2:16]2)[CH2:13][CH2:14]1. The catalyst class is: 171. (5) Reactant: [CH2:1]([C:3]1[CH:8]=[CH:7][CH:6]=[CH:5][N:4]=1)[CH3:2].[CH2:9]([Li])CCC.IC. Product: [CH:1]([C:3]1[CH:8]=[CH:7][CH:6]=[CH:5][N:4]=1)([CH3:9])[CH3:2]. The catalyst class is: 7. (6) Reactant: [F:1][C:2]([F:15])([C:8]1[CH:9]=[N:10][C:11]([CH3:14])=[CH:12][CH:13]=1)[C:3]([O:5]CC)=[O:4].[OH-].[K+].[ClH:18]. Product: [ClH:18].[F:15][C:2]([F:1])([C:8]1[CH:9]=[N:10][C:11]([CH3:14])=[CH:12][CH:13]=1)[C:3]([OH:5])=[O:4]. The catalyst class is: 5.